Dataset: Catalyst prediction with 721,799 reactions and 888 catalyst types from USPTO. Task: Predict which catalyst facilitates the given reaction. (1) Reactant: [CH:1]1([CH2:7][C@@H:8]([NH:20]C(=O)OC(C)(C)C)[C:9]([NH:11][C:12]2[C:17](Br)=[N:16][C:15](Br)=[CH:14][N:13]=2)=[O:10])[CH2:6][CH2:5][CH2:4][CH2:3][CH2:2]1.C(OC(N[C@H]([CH2:40][CH:41]1[CH2:46][CH2:45][CH2:44][CH2:43][CH2:42]1)C(O)=O)=O)(C)(C)C.[C:47]([N:54]1C=CN=C1)([N:49]1C=CN=C1)=O.BrC1C(N)=[N:62]C=C(Br)N=1.C(N(C(C)C)CC)(C)C. Product: [N:49]1[N:62]=[C:40]([C:41]2[CH:42]=[CH:43][C:44]([C:15]3[N:16]=[C:17]4[NH:20][C@H:8]([CH2:7][CH:1]5[CH2:2][CH2:3][CH2:4][CH2:5][CH2:6]5)[C:9](=[O:10])[NH:11][C:12]4=[N:13][CH:14]=3)=[CH:45][CH:46]=2)[NH:54][CH:47]=1. The catalyst class is: 174. (2) Reactant: [NH:1]1[C:5]2[CH:6]=[CH:7][CH:8]=[CH:9][C:4]=2[NH:3][C:2]1=[O:10].[H-].[Na+].[H][H].[CH3:15][O:16][C:17]1[CH:18]=[C:19](/[CH:25]=[CH:26]/[C:27](Cl)=[O:28])[CH:20]=[CH:21][C:22]=1[O:23][CH3:24]. Product: [CH3:15][O:16][C:17]1[CH:18]=[C:19](/[CH:25]=[CH:26]/[C:27]([N:1]2[C:5]3[CH:6]=[CH:7][CH:8]=[CH:9][C:4]=3[NH:3][C:2]2=[O:10])=[O:28])[CH:20]=[CH:21][C:22]=1[O:23][CH3:24]. The catalyst class is: 3. (3) Reactant: Br[CH2:2][CH2:3][O:4][C:5]1[CH:10]=[C:9]([F:11])[C:8]([C@@H:12]2[C:17]3[NH:18][C:19]4[C:24]([C:16]=3[CH2:15][C@@H:14]([CH3:25])[N:13]2[CH2:26][C:27]([F:30])([CH3:29])[CH3:28])=[CH:23][CH:22]=[CH:21][CH:20]=4)=[C:7]([F:31])[CH:6]=1.C(N(CC)C(C)C)(C)C.Cl.[F:42][CH:43]([F:48])[CH:44]1[CH2:47][NH:46][CH2:45]1. Product: [F:42][CH:43]([F:48])[CH:44]1[CH2:47][N:46]([CH2:2][CH2:3][O:4][C:5]2[CH:10]=[C:9]([F:11])[C:8]([C@@H:12]3[C:17]4[NH:18][C:19]5[C:24]([C:16]=4[CH2:15][C@@H:14]([CH3:25])[N:13]3[CH2:26][C:27]([F:30])([CH3:29])[CH3:28])=[CH:23][CH:22]=[CH:21][CH:20]=5)=[C:7]([F:31])[CH:6]=2)[CH2:45]1. The catalyst class is: 10. (4) Reactant: [CH2:1]([O:8][CH2:9][CH2:10][NH:11][C:12]1[CH:17]=[C:16]([O:18][CH3:19])[CH:15]=[CH:14][C:13]=1[Cl:20])[C:2]1[CH:7]=[CH:6][CH:5]=[CH:4][CH:3]=1.C[Si]([N-][Si](C)(C)C)(C)C.[K+].[CH2:31]([O:33][C:34]([C:36]1[CH2:41][CH2:40][CH2:39][CH:38](Br)[C:37]=1[OH:43])=[O:35])[CH3:32].C(O)(=O)C. Product: [CH2:31]([O:33][C:34]([C:36]1[CH2:41][CH2:40][CH2:39][CH:38]([N:11]([CH2:10][CH2:9][O:8][CH2:1][C:2]2[CH:3]=[CH:4][CH:5]=[CH:6][CH:7]=2)[C:12]2[CH:17]=[C:16]([O:18][CH3:19])[CH:15]=[CH:14][C:13]=2[Cl:20])[C:37]=1[OH:43])=[O:35])[CH3:32]. The catalyst class is: 182. (5) The catalyst class is: 40. Product: [N:21]1[CH:22]=[CH:23][C:18]([CH2:16][CH2:17][CH:2]([C:3]([O:5][CH2:6][CH3:7])=[O:4])[C:1]([O:9][CH2:10][CH3:11])=[O:8])=[CH:19][CH:20]=1. Reactant: [C:1]([O:9][CH2:10][CH3:11])(=[O:8])[CH2:2][C:3]([O:5][CH2:6][CH3:7])=[O:4].[O-]CC.[Na+].[CH:16]([C:18]1[CH:23]=[CH:22][N:21]=[CH:20][CH:19]=1)=[CH2:17].Cl. (6) Reactant: N1([C:6](N2C=NC=N2)=[O:7])C=NC=N1.[NH2:13][C:14]1[CH:21]=[C:20]([NH:22][CH2:23][CH2:24][O:25][CH3:26])[C:17]([C:18]#[N:19])=[CH:16][N:15]=1.[CH3:27][O:28][CH:29]([O:49][CH3:50])[C:30]1[C:39]([CH2:40][N:41]2[CH2:48][CH2:47][CH2:46][C:42]32[CH2:45][O:44][CH2:43]3)=[CH:38][C:37]2[CH2:36][CH2:35][CH2:34][NH:33][C:32]=2[N:31]=1. Product: [CH2:43]1[C:42]2([CH2:46][CH2:47][CH2:48][N:41]2[CH2:40][C:39]2[CH:38]=[C:37]3[C:32](=[N:31][C:30]=2[CH:29]([O:28][CH3:27])[O:49][CH3:50])[N:33]([C:6]([NH:13][C:14]2[CH:21]=[C:20]([NH:22][CH2:23][CH2:24][O:25][CH3:26])[C:17]([C:18]#[N:19])=[CH:16][N:15]=2)=[O:7])[CH2:34][CH2:35][CH2:36]3)[CH2:45][O:44]1. The catalyst class is: 3.